Dataset: Full USPTO retrosynthesis dataset with 1.9M reactions from patents (1976-2016). Task: Predict the reactants needed to synthesize the given product. (1) Given the product [CH3:29][C:26]([C:17]1[CH:18]=[C:19]([C:22]([CH3:25])([CH3:24])[CH3:23])[C:20](=[O:21])[C:15](=[CH:14][NH:13][CH2:12][CH2:11][CH2:10][NH:9][CH:8]=[C:7]2[C:30](=[O:31])[C:32]([C:34]([CH3:35])([CH3:36])[CH3:37])=[CH:33][C:5]([C:2]([CH3:4])([CH3:3])[CH3:1])=[CH:6]2)[CH:16]=1)([CH3:27])[CH3:28].[C:39]([OH:43])(=[O:42])[CH:40]=[O:41], predict the reactants needed to synthesize it. The reactants are: [CH3:1][C:2]([C:5]1[CH:33]=[C:32]([C:34]([CH3:37])([CH3:36])[CH3:35])[C:30](=[O:31])[C:7](=[CH:8][NH:9][CH2:10][CH2:11][CH2:12][NH:13][CH:14]=[C:15]2[C:20](=[O:21])[C:19]([C:22]([CH3:25])([CH3:24])[CH3:23])=[CH:18][C:17]([C:26]([CH3:29])([CH3:28])[CH3:27])=[CH:16]2)[CH:6]=1)([CH3:4])[CH3:3].O.[C:39]([OH:43])(=[O:42])[CH:40]=[O:41].C(N(CC)CC)C. (2) Given the product [CH3:1][O:2][C:3](=[O:14])[C:4]1[CH:9]=[C:8]([O:10][CH2:17][C:16]([F:20])([F:19])[F:15])[CH:7]=[C:6]([O:11][CH2:12][CH3:13])[CH:5]=1, predict the reactants needed to synthesize it. The reactants are: [CH3:1][O:2][C:3](=[O:14])[C:4]1[CH:9]=[C:8]([OH:10])[CH:7]=[C:6]([O:11][CH2:12][CH3:13])[CH:5]=1.[F:15][C:16]([F:20])([F:19])[CH2:17]I.C(=O)([O-])[O-].[Cs+].[Cs+]. (3) Given the product [CH:18]1([NH:17][C:16]([C:14]2[CH:13]=[CH:12][C:11]([CH3:22])=[C:10]([NH:9][C:7]([C:4]3[S:5][CH:6]=[C:2]([C:25]4[CH:24]=[N:23][CH:28]=[CH:27][CH:26]=4)[CH:3]=3)=[O:8])[CH:15]=2)=[O:21])[CH2:20][CH2:19]1, predict the reactants needed to synthesize it. The reactants are: Br[C:2]1[CH:3]=[C:4]([C:7]([NH:9][C:10]2[CH:15]=[C:14]([C:16](=[O:21])[NH:17][CH:18]3[CH2:20][CH2:19]3)[CH:13]=[CH:12][C:11]=2[CH3:22])=[O:8])[S:5][CH:6]=1.[N:23]1[CH:28]=[CH:27][CH:26]=[C:25](OB(C2C=CC=CC=2)O)[CH:24]=1. (4) Given the product [F:35][C:24]1[CH:25]=[C:26]([C:29]2[CH:30]=[N:31][CH:32]=[CH:33][CH:34]=2)[CH:27]=[CH:28][C:23]=1[C:20]1([C:17]2[N:13]3[CH2:14][CH2:15][S:16][C:10]([CH2:9][OH:8])([CH3:36])[CH2:11][C:12]3=[N:19][N:18]=2)[CH2:22][CH2:21]1, predict the reactants needed to synthesize it. The reactants are: [Si]([O:8][CH2:9][C:10]1([CH3:36])[S:16][CH2:15][CH2:14][N:13]2[C:17]([C:20]3([C:23]4[CH:28]=[CH:27][C:26]([C:29]5[CH:30]=[N:31][CH:32]=[CH:33][CH:34]=5)=[CH:25][C:24]=4[F:35])[CH2:22][CH2:21]3)=[N:18][N:19]=[C:12]2[CH2:11]1)(C(C)(C)C)(C)C.Cl.